Dataset: Full USPTO retrosynthesis dataset with 1.9M reactions from patents (1976-2016). Task: Predict the reactants needed to synthesize the given product. (1) Given the product [CH:45]1([C@H:2]([NH:1][C:60]([C@@H:55]2[CH2:56][CH2:57][CH2:58][CH2:59][N:54]2[CH:51]([CH3:53])[CH3:52])=[O:61])[C:3]([NH:5][C@@H:6]([C:41]([CH3:42])([CH3:44])[CH3:43])[C:7]([N:9]2[C@H:20]([C:21]([NH:23][C@:24]3([C:29](=[O:40])[NH:30][S:31]([C:34]4([CH2:37][CH2:38][CH3:39])[CH2:36][CH2:35]4)(=[O:32])=[O:33])[CH2:26][C@H:25]3[CH2:27][CH3:28])=[O:22])[CH2:19][C@:11]3([C:16]([CH3:18])([CH3:17])[C:12]43[CH2:13][CH2:14][CH2:15]4)[CH2:10]2)=[O:8])=[O:4])[CH2:50][CH2:49][CH2:48][CH2:47][CH2:46]1, predict the reactants needed to synthesize it. The reactants are: [NH2:1][C@@H:2]([CH:45]1[CH2:50][CH2:49][CH2:48][CH2:47][CH2:46]1)[C:3]([NH:5][C@@H:6]([C:41]([CH3:44])([CH3:43])[CH3:42])[C:7]([N:9]1[C@H:20]([C:21]([NH:23][C@:24]2([C:29](=[O:40])[NH:30][S:31]([C:34]3([CH2:37][CH2:38][CH3:39])[CH2:36][CH2:35]3)(=[O:33])=[O:32])[CH2:26][C@H:25]2[CH:27]=[CH2:28])=[O:22])[CH2:19][C@:11]2([C:16]([CH3:18])([CH3:17])[C:12]32[CH2:15][CH2:14][CH2:13]3)[CH2:10]1)=[O:8])=[O:4].[CH:51]([N:54]1[CH2:59][CH2:58][CH2:57][CH2:56][C@H:55]1[C:60](O)=[O:61])([CH3:53])[CH3:52].CN(C(ON1N=NC2C=CC=NC1=2)=[N+](C)C)C.F[P-](F)(F)(F)(F)F.CCN(C(C)C)C(C)C. (2) Given the product [Cl:1][C:2]1[CH:7]=[C:6]([C:8]#[C:9][C:10]2[N:11]=[C:12]([CH3:15])[N:13]([C:20]3[CH:19]=[CH:18][C:17]([Cl:16])=[C:22]([Cl:23])[CH:21]=3)[CH:14]=2)[CH:5]=[CH:4][N:3]=1, predict the reactants needed to synthesize it. The reactants are: [Cl:1][C:2]1[CH:7]=[C:6]([C:8]#[C:9][C:10]2[N:11]=[C:12]([CH3:15])[NH:13][CH:14]=2)[CH:5]=[CH:4][N:3]=1.[Cl:16][C:17]1[CH:18]=[C:19](B(O)O)[CH:20]=[CH:21][C:22]=1[Cl:23].